Regression. Given two drug SMILES strings and cell line genomic features, predict the synergy score measuring deviation from expected non-interaction effect. From a dataset of NCI-60 drug combinations with 297,098 pairs across 59 cell lines. (1) Drug 1: CCC1=CC2CC(C3=C(CN(C2)C1)C4=CC=CC=C4N3)(C5=C(C=C6C(=C5)C78CCN9C7C(C=CC9)(C(C(C8N6C)(C(=O)OC)O)OC(=O)C)CC)OC)C(=O)OC. Drug 2: C1CC(CCC1OC2=C(C(=CC=C2)Cl)F)(CC3=NC(=CC=C3)NC4=NC=CS4)C(=O)O. Cell line: SW-620. Synergy scores: CSS=47.9, Synergy_ZIP=-1.31, Synergy_Bliss=-2.42, Synergy_Loewe=-4.37, Synergy_HSA=1.20. (2) Drug 1: CC(CN1CC(=O)NC(=O)C1)N2CC(=O)NC(=O)C2. Drug 2: CC1CCCC2(C(O2)CC(NC(=O)CC(C(C(=O)C(C1O)C)(C)C)O)C(=CC3=CSC(=N3)C)C)C. Cell line: 786-0. Synergy scores: CSS=2.61, Synergy_ZIP=-5.02, Synergy_Bliss=-8.16, Synergy_Loewe=-8.41, Synergy_HSA=-8.35. (3) Drug 1: C1CN1P(=S)(N2CC2)N3CC3. Drug 2: C1CN(CCN1C(=O)CCBr)C(=O)CCBr. Cell line: HL-60(TB). Synergy scores: CSS=76.7, Synergy_ZIP=1.31, Synergy_Bliss=4.88, Synergy_Loewe=-3.55, Synergy_HSA=-1.84. (4) Synergy scores: CSS=-0.845, Synergy_ZIP=0.899, Synergy_Bliss=-0.615, Synergy_Loewe=-2.75, Synergy_HSA=-3.87. Drug 1: CN1C(=O)N2C=NC(=C2N=N1)C(=O)N. Cell line: ACHN. Drug 2: CN(C(=O)NC(C=O)C(C(C(CO)O)O)O)N=O. (5) Drug 1: CC12CCC(CC1=CCC3C2CCC4(C3CC=C4C5=CN=CC=C5)C)O. Drug 2: CNC(=O)C1=CC=CC=C1SC2=CC3=C(C=C2)C(=NN3)C=CC4=CC=CC=N4. Cell line: HS 578T. Synergy scores: CSS=7.06, Synergy_ZIP=3.26, Synergy_Bliss=11.9, Synergy_Loewe=6.41, Synergy_HSA=7.76. (6) Drug 1: CC1=C(C(=CC=C1)Cl)NC(=O)C2=CN=C(S2)NC3=CC(=NC(=N3)C)N4CCN(CC4)CCO. Drug 2: C1=CC=C(C(=C1)C(C2=CC=C(C=C2)Cl)C(Cl)Cl)Cl. Cell line: NCI/ADR-RES. Synergy scores: CSS=1.67, Synergy_ZIP=-1.37, Synergy_Bliss=1.21, Synergy_Loewe=-0.972, Synergy_HSA=-0.448. (7) Drug 1: CC1OCC2C(O1)C(C(C(O2)OC3C4COC(=O)C4C(C5=CC6=C(C=C35)OCO6)C7=CC(=C(C(=C7)OC)O)OC)O)O. Drug 2: CC1=C2C(C(=O)C3(C(CC4C(C3C(C(C2(C)C)(CC1OC(=O)C(C(C5=CC=CC=C5)NC(=O)OC(C)(C)C)O)O)OC(=O)C6=CC=CC=C6)(CO4)OC(=O)C)O)C)O. Synergy scores: CSS=53.1, Synergy_ZIP=-11.2, Synergy_Bliss=-13.6, Synergy_Loewe=-12.4, Synergy_HSA=-9.45. Cell line: COLO 205.